From a dataset of Full USPTO retrosynthesis dataset with 1.9M reactions from patents (1976-2016). Predict the reactants needed to synthesize the given product. (1) The reactants are: Cl.[NH:2]1[C:7]2[N:8]=[CH:9][CH:10]=[CH:11][C:6]=2[C:5]2([CH2:16][CH2:15][NH:14][CH2:13][CH2:12]2)[O:4][C:3]1=[O:17].Cl[C:19]1[N:24]=[CH:23][N:22]=[C:21]([O:25][C:26]2[CH:27]=[C:28]([CH3:40])[C:29]3[N:33]=[C:32]([C@H:34]4[CH2:38][CH2:37][CH2:36][O:35]4)[NH:31][C:30]=3[CH:39]=2)[CH:20]=1.CCN(C(C)C)C(C)C.C([O-])(O)=O.[Na+]. Given the product [CH3:40][C:28]1[C:29]2[N:33]=[C:32]([C@H:34]3[CH2:38][CH2:37][CH2:36][O:35]3)[NH:31][C:30]=2[CH:39]=[C:26]([O:25][C:21]2[N:22]=[CH:23][N:24]=[C:19]([N:14]3[CH2:13][CH2:12][C:5]4([O:4][C:3](=[O:17])[NH:2][C:7]5[N:8]=[CH:9][CH:10]=[CH:11][C:6]4=5)[CH2:16][CH2:15]3)[CH:20]=2)[CH:27]=1, predict the reactants needed to synthesize it. (2) Given the product [C:1]([O:5][C:6](=[O:15])[C:7]1[CH:12]=[C:11]([CH3:13])[N:10]=[C:9]([CH2:18][CH3:19])[CH:8]=1)([CH3:4])([CH3:3])[CH3:2], predict the reactants needed to synthesize it. The reactants are: [C:1]([O:5][C:6](=[O:15])[C:7]1[CH:12]=[C:11]([CH3:13])[N:10]=[C:9](Cl)[CH:8]=1)([CH3:4])([CH3:3])[CH3:2].CN1C(=O)C[CH2:19][CH2:18]1.C([Mg]Br)C. (3) Given the product [C:27]([O:26][C:24](=[O:25])[C@H:19]([CH2:20][CH:21]([CH3:22])[CH3:23])[NH:18][C:10](=[O:12])[CH:9]([CH2:13][S:14][C:15](=[O:17])[CH3:16])[CH2:8][CH2:7][C:1]1[CH:2]=[CH:3][CH:4]=[CH:5][CH:6]=1)([CH3:30])([CH3:29])[CH3:28], predict the reactants needed to synthesize it. The reactants are: [C:1]1([CH2:7][CH2:8][CH:9]([CH2:13][S:14][C:15](=[O:17])[CH3:16])[C:10]([OH:12])=O)[CH:6]=[CH:5][CH:4]=[CH:3][CH:2]=1.[NH2:18][C@H:19]([C:24]([O:26][C:27]([CH3:30])([CH3:29])[CH3:28])=[O:25])[CH2:20][CH:21]([CH3:23])[CH3:22].O.ON1C2C=CC=CC=2N=N1.CN1CCOCC1. (4) Given the product [F:17][C:18]1[CH:19]=[C:20]([C:21]([C:7]2[CH:12]=[C:11]([C:13]([F:16])([F:15])[F:14])[CH:10]=[CH:9][N:8]=2)([NH2:22])[CH2:35][C:36]2[CH:41]=[CH:40][CH:39]=[CH:38][CH:37]=2)[CH:23]=[C:24]([C:26]([F:27])([F:28])[F:29])[CH:25]=1, predict the reactants needed to synthesize it. The reactants are: [Li]CCCC.Br[C:7]1[CH:12]=[C:11]([C:13]([F:16])([F:15])[F:14])[CH:10]=[CH:9][N:8]=1.[F:17][C:18]1[CH:19]=[C:20]([CH:23]=[C:24]([C:26]([F:29])([F:28])[F:27])[CH:25]=1)[C:21]#[N:22].C[Si](Cl)(C)C.[CH2:35]([Mg]Cl)[C:36]1[CH:41]=[CH:40][CH:39]=[CH:38][CH:37]=1. (5) Given the product [CH:30]([NH:32][NH:33][C:27]([C:24]1([C:22]2[S:23][C:19]([C:4]3[CH:5]=[C:6]([NH:8][C:9]4[N:14]=[C:13]([C:15]([F:16])([F:18])[F:17])[CH:12]=[CH:11][N:10]=4)[CH:7]=[C:2]([CH3:1])[CH:3]=3)=[CH:20][N:21]=2)[CH2:25][CH2:26]1)=[O:28])=[O:31], predict the reactants needed to synthesize it. The reactants are: [CH3:1][C:2]1[CH:3]=[C:4]([C:19]2[S:23][C:22]([C:24]3([C:27](O)=[O:28])[CH2:26][CH2:25]3)=[N:21][CH:20]=2)[CH:5]=[C:6]([NH:8][C:9]2[N:14]=[C:13]([C:15]([F:18])([F:17])[F:16])[CH:12]=[CH:11][N:10]=2)[CH:7]=1.[CH:30]([NH:32][NH2:33])=[O:31].C(Cl)CCl.CC(N(C)C)=O. (6) Given the product [CH3:4][C:3]1[NH:5][C:7]([C:6]([O:10][CH3:11])=[O:9])=[CH:8][N:2]=1, predict the reactants needed to synthesize it. The reactants are: O[N:2]=[C:3]([NH2:5])[CH3:4].[C:6]([O:10][CH3:11])(=[O:9])[C:7]#[CH:8]. (7) The reactants are: [Br:1][C:2]1[CH:11]=[CH:10][C:9]2[N:8]=[CH:7][C:6]3[N:12]([CH3:23])[C:13](=[O:22])[N:14]([C:15]4[C:16]([CH3:21])=[N:17][N:18]([CH3:20])[CH:19]=4)[C:5]=3[C:4]=2[CH:3]=1.NC1C(C)=NN(C[CH2:31][OH:32])C=1. Given the product [Br:1][C:2]1[CH:11]=[CH:10][C:9]2[N:8]=[CH:7][C:6]3[N:12]([CH3:23])[C:13](=[O:22])[N:14]([C:15]4[C:16]([CH3:21])=[N:17][N:18]([CH2:20][CH2:31][OH:32])[CH:19]=4)[C:5]=3[C:4]=2[CH:3]=1, predict the reactants needed to synthesize it.